From a dataset of NCI-60 drug combinations with 297,098 pairs across 59 cell lines. Regression. Given two drug SMILES strings and cell line genomic features, predict the synergy score measuring deviation from expected non-interaction effect. (1) Synergy scores: CSS=-2.75, Synergy_ZIP=-1.58, Synergy_Bliss=-1.43, Synergy_Loewe=-7.10, Synergy_HSA=-4.60. Drug 2: CCC1(CC2CC(C3=C(CCN(C2)C1)C4=CC=CC=C4N3)(C5=C(C=C6C(=C5)C78CCN9C7C(C=CC9)(C(C(C8N6C)(C(=O)OC)O)OC(=O)C)CC)OC)C(=O)OC)O.OS(=O)(=O)O. Drug 1: CC1CCC2CC(C(=CC=CC=CC(CC(C(=O)C(C(C(=CC(C(=O)CC(OC(=O)C3CCCCN3C(=O)C(=O)C1(O2)O)C(C)CC4CCC(C(C4)OC)OCCO)C)C)O)OC)C)C)C)OC. Cell line: COLO 205. (2) Drug 1: CC(C1=C(C=CC(=C1Cl)F)Cl)OC2=C(N=CC(=C2)C3=CN(N=C3)C4CCNCC4)N. Drug 2: CC1=C2C(C(=O)C3(C(CC4C(C3C(C(C2(C)C)(CC1OC(=O)C(C(C5=CC=CC=C5)NC(=O)OC(C)(C)C)O)O)OC(=O)C6=CC=CC=C6)(CO4)OC(=O)C)OC)C)OC. Cell line: SF-539. Synergy scores: CSS=52.4, Synergy_ZIP=4.27, Synergy_Bliss=6.57, Synergy_Loewe=-31.0, Synergy_HSA=7.29. (3) Drug 1: CC1C(C(CC(O1)OC2CC(CC3=C2C(=C4C(=C3O)C(=O)C5=C(C4=O)C(=CC=C5)OC)O)(C(=O)C)O)N)O.Cl. Drug 2: CS(=O)(=O)CCNCC1=CC=C(O1)C2=CC3=C(C=C2)N=CN=C3NC4=CC(=C(C=C4)OCC5=CC(=CC=C5)F)Cl. Cell line: NCI-H226. Synergy scores: CSS=23.4, Synergy_ZIP=3.23, Synergy_Bliss=11.3, Synergy_Loewe=2.95, Synergy_HSA=9.35. (4) Drug 1: CC(CN1CC(=O)NC(=O)C1)N2CC(=O)NC(=O)C2. Drug 2: C(CCl)NC(=O)N(CCCl)N=O. Synergy scores: CSS=10.9, Synergy_ZIP=-4.04, Synergy_Bliss=2.81, Synergy_Loewe=-1.30, Synergy_HSA=2.33. Cell line: NCIH23. (5) Drug 1: C1CN1C2=NC(=NC(=N2)N3CC3)N4CC4. Drug 2: CC1CCCC2(C(O2)CC(NC(=O)CC(C(C(=O)C(C1O)C)(C)C)O)C(=CC3=CSC(=N3)C)C)C. Cell line: EKVX. Synergy scores: CSS=17.9, Synergy_ZIP=-3.97, Synergy_Bliss=-2.14, Synergy_Loewe=-6.28, Synergy_HSA=1.47. (6) Drug 1: C1CC(C1)(C(=O)O)C(=O)O.[NH2-].[NH2-].[Pt+2]. Drug 2: C1CN(CCN1C(=O)CCBr)C(=O)CCBr. Cell line: HS 578T. Synergy scores: CSS=7.26, Synergy_ZIP=-1.06, Synergy_Bliss=1.69, Synergy_Loewe=-4.57, Synergy_HSA=-1.67. (7) Drug 1: C(=O)(N)NO. Drug 2: C(CC(=O)O)C(=O)CN.Cl. Cell line: HT29. Synergy scores: CSS=1.36, Synergy_ZIP=-0.279, Synergy_Bliss=2.01, Synergy_Loewe=-1.50, Synergy_HSA=-0.442. (8) Drug 1: C1CN1P(=S)(N2CC2)N3CC3. Drug 2: N.N.Cl[Pt+2]Cl. Cell line: SF-295. Synergy scores: CSS=43.0, Synergy_ZIP=1.19, Synergy_Bliss=1.65, Synergy_Loewe=-16.3, Synergy_HSA=2.40. (9) Drug 2: CNC(=O)C1=NC=CC(=C1)OC2=CC=C(C=C2)NC(=O)NC3=CC(=C(C=C3)Cl)C(F)(F)F. Drug 1: CC1=C(C=C(C=C1)NC(=O)C2=CC=C(C=C2)CN3CCN(CC3)C)NC4=NC=CC(=N4)C5=CN=CC=C5. Synergy scores: CSS=-11.1, Synergy_ZIP=6.15, Synergy_Bliss=-3.83, Synergy_Loewe=-5.03, Synergy_HSA=-13.8. Cell line: SW-620. (10) Drug 2: COC1=C(C=C2C(=C1)N=CN=C2NC3=CC(=C(C=C3)F)Cl)OCCCN4CCOCC4. Synergy scores: CSS=28.6, Synergy_ZIP=4.27, Synergy_Bliss=4.05, Synergy_Loewe=0.0609, Synergy_HSA=3.46. Drug 1: CCCS(=O)(=O)NC1=C(C(=C(C=C1)F)C(=O)C2=CNC3=C2C=C(C=N3)C4=CC=C(C=C4)Cl)F. Cell line: A549.